This data is from Reaction yield outcomes from USPTO patents with 853,638 reactions. The task is: Predict the reaction yield, written as a fraction of the theoretical maximum amount of product (1.0 means a 100% yield; for example, 0.34 means a 34% yield). (1) The reactants are [CH2:1]1[CH:6]2[CH2:7][C:8]3([C:10]([OH:12])=O)[CH2:9][CH:2]1[CH2:3][CH:4]3[CH2:5]2.[S:13]1[CH:17]=[CH:16][CH:15]=[C:14]1[CH2:18][NH2:19].C(N(CC)CC)C.CCN=C=NCCCN(C)C. The catalyst is C(Cl)Cl.CN(C1C=CN=CC=1)C. The product is [S:13]1[CH:17]=[CH:16][CH:15]=[C:14]1[CH2:18][NH:19][C:10]([C:8]12[CH2:7][CH:6]3[CH2:1][CH:2]([CH2:3][CH:4]1[CH2:5]3)[CH2:9]2)=[O:12]. The yield is 0.830. (2) The reactants are Br[C:2]1[CH:3]=[C:4]([NH:10][C:11]2[CH:19]=[C:14]3[CH2:15][O:16][CH2:17][CH2:18][N:13]3[N:12]=2)[C:5](=[O:9])[N:6]([CH3:8])[CH:7]=1.[B:20]1([B:20]2[O:24][C:23]([CH3:26])([CH3:25])[C:22]([CH3:28])([CH3:27])[O:21]2)[O:24][C:23]([CH3:26])([CH3:25])[C:22]([CH3:28])([CH3:27])[O:21]1.C([O-])(=O)C.[K+]. The catalyst is C1C=CC(P(C2C=CC=CC=2)[C-]2C=CC=C2)=CC=1.C1C=CC(P(C2C=CC=CC=2)[C-]2C=CC=C2)=CC=1.Cl[Pd]Cl.[Fe+2].O1CCOCC1. The product is [N:12]1[N:13]2[C:14]([CH2:15][O:16][CH2:17][CH2:18]2)=[CH:19][C:11]=1[NH:10][C:4]1[C:5](=[O:9])[N:6]([CH3:8])[CH:7]=[C:2]([B:20]2[O:24][C:23]([CH3:26])([CH3:25])[C:22]([CH3:28])([CH3:27])[O:21]2)[CH:3]=1. The yield is 0.300. (3) The reactants are [CH2:1]([O:8][CH:9]1[CH:13]([NH:14][C:15]([CH:17]2[CH2:21][CH2:20][CH2:19][N:18]2[C:22](=[O:40])[CH:23]([NH:25][C:26](=[O:39])[C:27]2[CH:32]=[C:31]([Cl:33])[C:30]([O:34]CC=C)=[C:29]([Cl:38])[CH:28]=2)[CH3:24])=[O:16])[CH2:12][C:11](=[O:41])[O:10]1)[C:2]1[CH:7]=[CH:6][CH:5]=[CH:4][CH:3]=1.CC1C2C(=CC=CC=2)C(C)=C2C=1C=CC1C2=CC=CC=1. The catalyst is C(Cl)Cl.C1C=CC([P]([Pd]([P](C2C=CC=CC=2)(C2C=CC=CC=2)C2C=CC=CC=2)([P](C2C=CC=CC=2)(C2C=CC=CC=2)C2C=CC=CC=2)[P](C2C=CC=CC=2)(C2C=CC=CC=2)C2C=CC=CC=2)(C2C=CC=CC=2)C2C=CC=CC=2)=CC=1. The product is [CH2:1]([O:8][CH:9]1[CH:13]([NH:14][C:15]([CH:17]2[CH2:21][CH2:20][CH2:19][N:18]2[C:22](=[O:40])[CH:23]([NH:25][C:26](=[O:39])[C:27]2[CH:32]=[C:31]([Cl:33])[C:30]([OH:34])=[C:29]([Cl:38])[CH:28]=2)[CH3:24])=[O:16])[CH2:12][C:11](=[O:41])[O:10]1)[C:2]1[CH:3]=[CH:4][CH:5]=[CH:6][CH:7]=1. The yield is 0.710. (4) The yield is 0.590. The reactants are [I:1][C:2]1[C:3](=[O:19])[C:4]2[CH:9]=[CH:8][NH:7][C:6](=[O:10])[C:5]=2[O:11][C:12]=1[C:13]1[CH:18]=[CH:17][CH:16]=[CH:15][CH:14]=1.C(=O)([O-])[O-].[K+].[K+].[CH3:26][O:27][CH2:28][CH2:29]Br. The catalyst is CN(C=O)C. The product is [I:1][C:2]1[C:3](=[O:19])[C:4]2[CH:9]=[CH:8][N:7]([CH2:29][CH2:28][O:27][CH3:26])[C:6](=[O:10])[C:5]=2[O:11][C:12]=1[C:13]1[CH:18]=[CH:17][CH:16]=[CH:15][CH:14]=1. (5) The reactants are [OH:1][C:2]1[CH:9]=[CH:8][C:5]([CH:6]=O)=[C:4]([N+:10]([O-:12])=[O:11])[C:3]=1[O:13][CH3:14].[OH-].[NH4+:16].II. The catalyst is C1COCC1. The product is [OH:1][C:2]1[CH:9]=[CH:8][C:5]([C:6]#[N:16])=[C:4]([N+:10]([O-:12])=[O:11])[C:3]=1[O:13][CH3:14]. The yield is 0.840. (6) The reactants are [C:1]1([C:7]2[CH:8]=[C:9]([OH:33])[C:10]([NH:13]C(C3C=CC=CC=3)(C3C=CC=CC=3)C3C=CC=CC=3)=[N:11][CH:12]=2)[CH:6]=[CH:5][CH:4]=[CH:3][CH:2]=1.C([O-])([O-])=O.[Cs+].[Cs+].[CH3:40][O:41][C:42]1[CH:43]=[C:44]([CH:47]=[CH:48][CH:49]=1)[CH2:45]Br. The catalyst is C1COCC1.ClCCl. The product is [CH3:40][O:41][C:42]1[CH:43]=[C:44]([CH:47]=[CH:48][CH:49]=1)[CH2:45][O:33][C:9]1[C:10]([NH2:13])=[N:11][CH:12]=[C:7]([C:1]2[CH:2]=[CH:3][CH:4]=[CH:5][CH:6]=2)[CH:8]=1. The yield is 0.600.